From a dataset of hERG Central: cardiac toxicity at 1µM, 10µM, and general inhibition. Predict hERG channel inhibition at various concentrations. (1) The compound is CCN1CCN(c2cc(N3CCc4ccccc4C3)c(F)cc2[N+](=O)[O-])CC1. Results: hERG_inhib (hERG inhibition (general)): blocker. (2) The compound is CCN(CC)S(=O)(=O)c1cccc(-c2n[nH]c(=S)n2C)c1. Results: hERG_inhib (hERG inhibition (general)): blocker. (3) The drug is O=C(NCCc1c[nH]c2ccccc12)C1Cc2ccccc2CN1C(=O)c1ccco1. Results: hERG_inhib (hERG inhibition (general)): blocker.